Task: Predict the product of the given reaction.. Dataset: Forward reaction prediction with 1.9M reactions from USPTO patents (1976-2016) (1) Given the reactants [CH3:1][CH:2]([NH:10][CH2:11][C:12]#[CH:13])[CH2:3][C:4]1[CH:9]=[CH:8][CH:7]=[CH:6][CH:5]=1.[OH-].[Na+].Br[CH:17]([OH:19])[CH3:18], predict the reaction product. The product is: [C:4]1([CH2:3][C@H:2]([N:10]([CH2:11][C:12]#[CH:13])[CH2:18][CH2:17][OH:19])[CH3:1])[CH:9]=[CH:8][CH:7]=[CH:6][CH:5]=1. (2) Given the reactants Cl[C:2]1[CH:7]=[CH:6][C:5]([C:8]#[N:9])=[CH:4][C:3]=1[CH2:10][S:11]([Cl:14])(=[O:13])=[O:12].C(SCC1C=C(C=C([Cl:28])C=1)C#N)(=O)C.C(SCC1C=C(C=CC=1Cl)C#N)(=O)C, predict the reaction product. The product is: [Cl:28][C:7]1[CH:2]=[C:3]([CH2:10][S:11]([Cl:14])(=[O:13])=[O:12])[CH:4]=[C:5]([C:8]#[N:9])[CH:6]=1. (3) Given the reactants [F:1][C:2]1[CH:7]=[CH:6][C:5]([N:8]2[CH:11]([C:12]3[CH:17]=[CH:16][C:15]([OH:18])=[CH:14][CH:13]=3)[CH:10]([CH2:19][CH2:20][CH:21]([C:23]3[CH:28]=[CH:27][C:26]([F:29])=[CH:25][CH:24]=3)[OH:22])[C:9]2=[O:30])=[CH:4][CH:3]=1.C(=O)([O-])[O-].[K+].[K+].[I:37][CH:38](I)[CH2:39][O:40][CH2:41][CH2:42][O:43][CH2:44][CH:45](I)I, predict the reaction product. The product is: [F:1][C:2]1[CH:3]=[CH:4][C:5]([N:8]2[CH:11]([C:12]3[CH:13]=[CH:14][C:15]([O:18][CH2:45][CH2:44][O:43][CH2:42][CH2:41][O:40][CH2:39][CH2:38][I:37])=[CH:16][CH:17]=3)[CH:10]([CH2:19][CH2:20][CH:21]([C:23]3[CH:24]=[CH:25][C:26]([F:29])=[CH:27][CH:28]=3)[OH:22])[C:9]2=[O:30])=[CH:6][CH:7]=1. (4) Given the reactants [CH3:1][O:2][C:3]([C:5]1[N:6]([C:19]([O:21][C:22]([CH3:25])([CH3:24])[CH3:23])=[O:20])[C:7]2[C:12]([CH:13]=1)=[CH:11][C:10]([CH2:14]Br)=[CH:9][C:8]=2[N+:16]([O-:18])=[O:17])=[O:4].[C:26]([O-:29])(=[O:28])[CH3:27].[Na+], predict the reaction product. The product is: [CH3:1][O:2][C:3]([C:5]1[N:6]([C:19]([O:21][C:22]([CH3:25])([CH3:24])[CH3:23])=[O:20])[C:7]2[C:12]([CH:13]=1)=[CH:11][C:10]([CH2:14][O:29][C:26](=[O:28])[CH3:27])=[CH:9][C:8]=2[N+:16]([O-:18])=[O:17])=[O:4]. (5) Given the reactants [F:1][C:2]1[CH:7]=[C:6](I)[CH:5]=[CH:4][C:3]=1[CH2:9][C:10]([O:12][CH3:13])=[O:11].C(=O)([O-])[O-].[K+].[K+].[OH:20][C:21]1[CH:26]=[CH:25][CH:24]=[CH:23][N:22]=1, predict the reaction product. The product is: [CH3:13][O:12][C:10](=[O:11])[CH2:9][C:3]1[CH:4]=[CH:5][C:6]([N:22]2[CH:23]=[CH:24][CH:25]=[CH:26][C:21]2=[O:20])=[CH:7][C:2]=1[F:1].